Task: Predict the product of the given reaction.. Dataset: Forward reaction prediction with 1.9M reactions from USPTO patents (1976-2016) Given the reactants O.[S:2]([O-:5])([O-:4])=[O:3].[K+:6].[K+].S(S([O-])=O)([O-])(=O)=O.[K+].[K+].[C:17]([F:26])([O:21][C:22]([F:25])([F:24])[F:23])=[C:18]([F:20])[F:19], predict the reaction product. The product is: [F:19][C:18]([F:20])([S:2]([O-:5])(=[O:4])=[O:3])[CH:17]([F:26])[O:21][C:22]([F:25])([F:24])[F:23].[K+:6].